Task: Predict the reaction yield, written as a fraction of the theoretical maximum amount of product (1.0 means a 100% yield; for example, 0.34 means a 34% yield).. Dataset: Reaction yield outcomes from USPTO patents with 853,638 reactions (1) The reactants are C(OCC)C.Cl.C(OC(=O)[NH:13][CH2:14][C:15]1[CH:20]=[CH:19][CH:18]=[CH:17][C:16]=1[S:21][C:22]1[C:30]2[C:25](=[CH:26][CH:27]=[C:28]([F:31])[CH:29]=2)[NH:24][CH:23]=1)(C)(C)C.[OH-].[Na+]. The catalyst is CO. The product is [F:31][C:28]1[CH:29]=[C:30]2[C:25](=[CH:26][CH:27]=1)[NH:24][CH:23]=[C:22]2[S:21][C:16]1[CH:17]=[CH:18][CH:19]=[CH:20][C:15]=1[CH2:14][NH2:13]. The yield is 0.980. (2) The reactants are [Cl:1][C:2]1[C:7]([CH:8]([CH3:10])[CH3:9])=[CH:6][C:5]([OH:11])=[C:4]([CH3:12])[CH:3]=1.[Cl-].[Mg+2].[Cl-].C(N(CC)CC)C.[CH2:23]=[O:24]. The catalyst is C(#N)C.O. The product is [Cl:1][C:2]1[C:7]([CH:8]([CH3:9])[CH3:10])=[C:6]([C:5]([OH:11])=[C:4]([CH3:12])[CH:3]=1)[CH:23]=[O:24]. The yield is 0.320. (3) The reactants are C1COCC1.[CH3:6][N:7]1[CH:11]=[C:10]([CH3:12])[CH:9]=[N:8]1.[Li]CCCC.C(O[B:22]1[O:26][C:25]([CH3:28])([CH3:27])[C:24]([CH3:30])([CH3:29])[O:23]1)(C)C. The catalyst is [NH4+].[Cl-]. The product is [CH3:6][N:7]1[C:11]([B:22]2[O:26][C:25]([CH3:28])([CH3:27])[C:24]([CH3:30])([CH3:29])[O:23]2)=[C:10]([CH3:12])[CH:9]=[N:8]1. The yield is 0.780. (4) The reactants are [F:1][C:2]1[CH:7]=[CH:6][C:5]([CH2:8][C:9]([OH:11])=O)=[CH:4][CH:3]=1.[NH2:12][C:13]1[O:14][C:15]2[CH:21]=[CH:20][CH:19]=[CH:18][C:16]=2[N:17]=1.CCN=C=NCCCN(C)C.Cl. The catalyst is C(Cl)Cl.CN(C1C=CN=CC=1)C. The product is [O:14]1[C:15]2[CH:21]=[CH:20][CH:19]=[CH:18][C:16]=2[N:17]=[C:13]1[NH:12][C:9](=[O:11])[CH2:8][C:5]1[CH:4]=[CH:3][C:2]([F:1])=[CH:7][CH:6]=1. The yield is 0.820. (5) The reactants are FC(F)(F)S(O[C:7]1[C:8]([CH3:32])([CH3:31])[NH:9][C:10](=[O:30])[C:11]=1[C:12]1[CH:17]=[CH:16][C:15]([O:18][CH2:19]C2C=CC3C(=CC=CC=3)N=2)=[CH:14][CH:13]=1)(=O)=O.[N:35]1[CH:40]=[CH:39][C:38](B(O)O)=[CH:37][CH:36]=1.C([O-])([O-])=O.[Na+].[Na+]. The catalyst is O1CCOCC1.O.C1C=CC([P]([Pd]([P](C2C=CC=CC=2)(C2C=CC=CC=2)C2C=CC=CC=2)([P](C2C=CC=CC=2)(C2C=CC=CC=2)C2C=CC=CC=2)[P](C2C=CC=CC=2)(C2C=CC=CC=2)C2C=CC=CC=2)(C2C=CC=CC=2)C2C=CC=CC=2)=CC=1. The product is [CH3:32][C:8]1([CH3:31])[NH:9][C:10](=[O:30])[C:11]([C:12]2[CH:13]=[CH:14][C:15]([O:18][CH2:19][C:36]3[CH:37]=[CH:38][C:39]4[C:40](=[CH:8][CH:7]=[CH:11][CH:10]=4)[N:35]=3)=[CH:16][CH:17]=2)=[C:7]1[C:38]1[CH:39]=[CH:40][N:35]=[CH:36][CH:37]=1. The yield is 0.150. (6) The reactants are C1(C2C=CC=CC=2)C=CC=CC=1.[N:13]1([CH:19]2[CH2:24][CH2:23][N:22]([S:25]([C:28]3[C:29]([OH:43])=[C:30]([NH:35][C:36]4[C:37](=[O:42])[C:38](=[O:41])[C:39]=4Cl)[CH:31]=[CH:32][C:33]=3[Cl:34])(=[O:27])=[O:26])[CH2:21][CH2:20]2)[CH2:18][CH2:17][CH2:16][CH2:15][CH2:14]1.[NH2:44][C:45]1[CH:50]=[CH:49][CH:48]=[CH:47][CH:46]=1. The catalyst is CN(C=O)C. The product is [N:13]1([CH:19]2[CH2:20][CH2:21][N:22]([S:25]([C:28]3[C:29]([OH:43])=[C:30]([NH:35][C:36]4[C:37](=[O:42])[C:38](=[O:41])[C:39]=4[NH:44][C:45]4[CH:50]=[CH:49][CH:48]=[CH:47][CH:46]=4)[CH:31]=[CH:32][C:33]=3[Cl:34])(=[O:26])=[O:27])[CH2:23][CH2:24]2)[CH2:14][CH2:15][CH2:16][CH2:17][CH2:18]1. The yield is 0.520. (7) The reactants are [CH:1]1([C:4]2[CH:5]=[C:6]([C:10]3[N:15]=[CH:14][C:13]4[CH:16]=[N:17][N:18]([C:19]5[CH:24]=[CH:23][CH:22]=[C:21](F)[N:20]=5)[C:12]=4[CH:11]=3)[CH:7]=[N:8][CH:9]=2)[CH2:3][CH2:2]1.[NH:26]1[CH2:32][CH2:31]C[NH:29][CH2:28][CH2:27]1. No catalyst specified. The product is [CH:1]1([C:4]2[CH:5]=[C:6]([C:10]3[N:15]=[CH:14][C:13]4[CH:16]=[N:17][N:18]([C:19]5[CH:24]=[CH:23][CH:22]=[C:21]([N:26]6[CH2:27][CH2:28][NH:29][CH2:31][CH2:32]6)[N:20]=5)[C:12]=4[CH:11]=3)[CH:7]=[N:8][CH:9]=2)[CH2:3][CH2:2]1. The yield is 0.220.